Dataset: Full USPTO retrosynthesis dataset with 1.9M reactions from patents (1976-2016). Task: Predict the reactants needed to synthesize the given product. (1) Given the product [Cl:1][C:2]1[C:7]([O:8][C:9]2[CH:14]=[CH:13][C:12]([Cl:15])=[CH:11][C:10]=2[Cl:16])=[CH:6][C:5]2[NH:17][C:23]([C:22]([F:26])([F:27])[C:21]([F:28])([F:29])[C:20]([F:31])([F:30])[F:19])=[N:18][C:4]=2[CH:3]=1, predict the reactants needed to synthesize it. The reactants are: [Cl:1][C:2]1[CH:3]=[C:4]([NH2:18])[C:5]([NH2:17])=[CH:6][C:7]=1[O:8][C:9]1[CH:14]=[CH:13][C:12]([Cl:15])=[CH:11][C:10]=1[Cl:16].[F:19][C:20]([F:31])([F:30])[C:21]([F:29])([F:28])[C:22]([F:27])([F:26])[C:23](O)=O. (2) Given the product [NH2:15][C:16]1[C:21]([N+:22]([O-:24])=[O:23])=[C:20]([N:12]2[CH2:11][CH2:10][N:9]([CH2:8][C:5]3[N:4]=[C:3]([CH3:2])[O:7][N:6]=3)[CH2:14][CH2:13]2)[C:19]([Cl:26])=[CH:18][N:17]=1, predict the reactants needed to synthesize it. The reactants are: Cl.[CH3:2][C:3]1[O:7][N:6]=[C:5]([CH2:8][N:9]2[CH2:14][CH2:13][NH:12][CH2:11][CH2:10]2)[N:4]=1.[NH2:15][C:16]1[C:21]([N+:22]([O-:24])=[O:23])=[C:20](Cl)[C:19]([Cl:26])=[CH:18][N:17]=1.C(N(C(C)C)CC)(C)C. (3) Given the product [CH3:1][O:2]/[N:3]=[C:4](/[C:6]1[CH:11]=[CH:10][CH:9]=[CH:8][C:7]=1[S:30]([C:25]1[CH:24]=[CH:23][C:22]2[C:27](=[CH:28][CH:29]=[C:20]([C:17]3[CH:18]=[CH:19][C:14]([F:13])=[CH:15][CH:16]=3)[CH:21]=2)[CH:26]=1)(=[O:31])=[O:32])\[CH3:5], predict the reactants needed to synthesize it. The reactants are: [CH3:1][O:2]/[N:3]=[C:4](/[C:6]1[CH:11]=[CH:10][CH:9]=[CH:8][C:7]=1I)\[CH3:5].[F:13][C:14]1[CH:19]=[CH:18][C:17]([C:20]2[CH:21]=[C:22]3[C:27](=[CH:28][CH:29]=2)[CH:26]=[C:25]([S:30]([O-:32])=[O:31])[CH:24]=[CH:23]3)=[CH:16][CH:15]=1.[Na+]. (4) Given the product [N:11]1[C:5]2[NH:6][C:7]3[C:3]([C:4]=2[CH:14]=[CH:13][CH:12]=1)=[C:2]([S:21][C:15]1[CH:20]=[CH:19][C:18]([NH:29][C:31](=[O:32])[CH3:22])=[CH:17][CH:16]=1)[CH:10]=[CH:9][CH:8]=3, predict the reactants needed to synthesize it. The reactants are: Br[C:2]1[CH:10]=[CH:9][CH:8]=[C:7]2[C:3]=1[C:4]1[CH:14]=[CH:13][CH:12]=[N:11][C:5]=1[NH:6]2.[C:15]1([SH:21])[CH:20]=[CH:19][CH:18]=[CH:17][CH:16]=1.[C:22](=O)([O-])[O-].[Cs+].[Cs+].C[N:29]([CH:31]=[O:32])C.